Task: Regression. Given two drug SMILES strings and cell line genomic features, predict the synergy score measuring deviation from expected non-interaction effect.. Dataset: NCI-60 drug combinations with 297,098 pairs across 59 cell lines (1) Drug 1: CN1CCC(CC1)COC2=C(C=C3C(=C2)N=CN=C3NC4=C(C=C(C=C4)Br)F)OC. Drug 2: CC1=C(C(CCC1)(C)C)C=CC(=CC=CC(=CC(=O)O)C)C. Cell line: MOLT-4. Synergy scores: CSS=12.4, Synergy_ZIP=0.238, Synergy_Bliss=4.17, Synergy_Loewe=-0.140, Synergy_HSA=4.24. (2) Drug 1: C1=CC(=CC=C1C#N)C(C2=CC=C(C=C2)C#N)N3C=NC=N3. Drug 2: C1=CC=C(C=C1)NC(=O)CCCCCCC(=O)NO. Cell line: 786-0. Synergy scores: CSS=6.75, Synergy_ZIP=-3.01, Synergy_Bliss=-4.05, Synergy_Loewe=2.02, Synergy_HSA=-2.20. (3) Drug 1: CC1=C(C=C(C=C1)NC2=NC=CC(=N2)N(C)C3=CC4=NN(C(=C4C=C3)C)C)S(=O)(=O)N.Cl. Drug 2: CCCS(=O)(=O)NC1=C(C(=C(C=C1)F)C(=O)C2=CNC3=C2C=C(C=N3)C4=CC=C(C=C4)Cl)F. Cell line: KM12. Synergy scores: CSS=10.8, Synergy_ZIP=4.62, Synergy_Bliss=11.7, Synergy_Loewe=8.28, Synergy_HSA=9.38. (4) Drug 1: CC(CN1CC(=O)NC(=O)C1)N2CC(=O)NC(=O)C2. Drug 2: CCCCCOC(=O)NC1=NC(=O)N(C=C1F)C2C(C(C(O2)C)O)O. Cell line: CAKI-1. Synergy scores: CSS=31.0, Synergy_ZIP=-7.59, Synergy_Bliss=-2.31, Synergy_Loewe=-11.1, Synergy_HSA=-0.864.